Regression/Classification. Given a drug SMILES string, predict its toxicity properties. Task type varies by dataset: regression for continuous values (e.g., LD50, hERG inhibition percentage) or binary classification for toxic/non-toxic outcomes (e.g., AMES mutagenicity, cardiotoxicity, hepatotoxicity). Dataset: ames. From a dataset of Ames mutagenicity test results for genotoxicity prediction. (1) The drug is CC(=O)Nc1cc2c(cc1OC(C)=O)-c1ccccc1C2. The result is 0 (non-mutagenic). (2) The molecule is Cc1ccc([N+](=O)[O-])cc1S(=O)(=O)O. The result is 0 (non-mutagenic). (3) The drug is CC(O)CN. The result is 1 (mutagenic). (4) The molecule is O=C1CCC(C(=O)N2CSCC2C(=O)O)N1. The result is 0 (non-mutagenic). (5) The molecule is C=C(C)C(=O)OC[C@H](Br)CBr. The result is 1 (mutagenic). (6) The compound is Cc1ccc2cc3c(ccc4ccccc43)c3c2c1C(O)C3. The result is 0 (non-mutagenic).